Dataset: Forward reaction prediction with 1.9M reactions from USPTO patents (1976-2016). Task: Predict the product of the given reaction. Given the reactants [NH2:1][C:2]1([CH2:14][N:15]2[CH2:20][CH2:19][N:18]([S:21]([C:24]3[CH:33]=[CH:32][C:31]4[C:26](=[CH:27][CH:28]=[C:29]([Cl:34])[CH:30]=4)[CH:25]=3)(=[O:23])=[O:22])[CH2:17][C:16]2=[O:35])[CH2:7][CH2:6][N:5]([C:8]2[CH:13]=[CH:12][N:11]=[CH:10][CH:9]=2)[CH2:4][CH2:3]1.[C:36](=[O:52])([O-])[O:37][C:38]1[CH:43]=CC([N+]([O-])=O)=CC=1CCOC.C(N(C(C)C)C(C)C)C.CN([CH:65]=[O:66])C, predict the reaction product. The product is: [Cl:34][C:29]1[CH:30]=[C:31]2[C:26](=[CH:27][CH:28]=1)[CH:25]=[C:24]([S:21]([N:18]1[CH2:19][CH2:20][N:15]([CH2:14][C:2]3([NH:1][C:36]([O:37][CH2:38][CH2:43][O:66][CH3:65])=[O:52])[CH2:7][CH2:6][N:5]([C:8]4[CH:9]=[CH:10][N:11]=[CH:12][CH:13]=4)[CH2:4][CH2:3]3)[C:16](=[O:35])[CH2:17]1)(=[O:22])=[O:23])[CH:33]=[CH:32]2.